The task is: Regression. Given two drug SMILES strings and cell line genomic features, predict the synergy score measuring deviation from expected non-interaction effect.. This data is from NCI-60 drug combinations with 297,098 pairs across 59 cell lines. (1) Drug 1: C1CN(P(=O)(OC1)NCCCl)CCCl. Drug 2: C1C(C(OC1N2C=NC(=NC2=O)N)CO)O. Cell line: MOLT-4. Synergy scores: CSS=42.5, Synergy_ZIP=2.25, Synergy_Bliss=2.61, Synergy_Loewe=-40.9, Synergy_HSA=3.19. (2) Synergy scores: CSS=42.1, Synergy_ZIP=1.94, Synergy_Bliss=-1.26, Synergy_Loewe=-0.552, Synergy_HSA=-1.37. Drug 2: C1CNP(=O)(OC1)N(CCCl)CCCl. Cell line: MALME-3M. Drug 1: CC12CCC3C(C1CCC2=O)CC(=C)C4=CC(=O)C=CC34C.